Dataset: Catalyst prediction with 721,799 reactions and 888 catalyst types from USPTO. Task: Predict which catalyst facilitates the given reaction. Reactant: [CH2:1]([O:8][CH2:9][CH:10]([NH:13]C(=O)C(Cl)(Cl)[Cl:16])[CH:11]=[CH2:12])[C:2]1[CH:7]=[CH:6][CH:5]=[CH:4][CH:3]=1.[OH-].[Na+]. Product: [ClH:16].[CH2:1]([O:8][CH2:9][CH:10]([NH2:13])[CH:11]=[CH2:12])[C:2]1[CH:7]=[CH:6][CH:5]=[CH:4][CH:3]=1. The catalyst class is: 6.